Dataset: Forward reaction prediction with 1.9M reactions from USPTO patents (1976-2016). Task: Predict the product of the given reaction. Given the reactants [CH2:1]([N:3]([C:13]1[CH:18]=[C:17]([O:19][CH3:20])[CH:16]=[CH:15][C:14]=1[CH:21]1[CH2:30][CH2:29][C:28]2[C:23](=[CH:24][CH:25]=[C:26]([O:31][CH3:32])[CH:27]=2)[CH2:22]1)[C:4](=[O:12])[C:5]1[CH:10]=[CH:9][C:8]([OH:11])=[CH:7][CH:6]=1)[CH3:2].[CH2:33]([O:40][C:41]([N:43]1[CH2:48][CH2:47][N:46]([C:49](=[O:52])[CH2:50]Cl)[CH2:45][CH2:44]1)=[O:42])[C:34]1[CH:39]=[CH:38][CH:37]=[CH:36][CH:35]=1.C(=O)([O-])[O-].[Cs+].[Cs+], predict the reaction product. The product is: [CH2:33]([O:40][C:41]([N:43]1[CH2:44][CH2:45][N:46]([C:49](=[O:52])[CH2:50][O:11][C:8]2[CH:7]=[CH:6][C:5]([C:4](=[O:12])[N:3]([CH2:1][CH3:2])[C:13]3[CH:18]=[C:17]([O:19][CH3:20])[CH:16]=[CH:15][C:14]=3[CH:21]3[CH2:30][CH2:29][C:28]4[C:23](=[CH:24][CH:25]=[C:26]([O:31][CH3:32])[CH:27]=4)[CH2:22]3)=[CH:10][CH:9]=2)[CH2:47][CH2:48]1)=[O:42])[C:34]1[CH:39]=[CH:38][CH:37]=[CH:36][CH:35]=1.